Task: Regression. Given a peptide amino acid sequence and an MHC pseudo amino acid sequence, predict their binding affinity value. This is MHC class I binding data.. Dataset: Peptide-MHC class I binding affinity with 185,985 pairs from IEDB/IMGT (1) The peptide sequence is GIGILTVIL. The MHC is HLA-A02:01 with pseudo-sequence HLA-A02:01. The binding affinity (normalized) is 0.362. (2) The peptide sequence is SPAHLINKLL. The MHC is HLA-B07:02 with pseudo-sequence HLA-B07:02. The binding affinity (normalized) is 0.697. (3) The peptide sequence is LSCAASGFTF. The MHC is HLA-A24:02 with pseudo-sequence HLA-A24:02. The binding affinity (normalized) is 0.574.